The task is: Predict the reaction yield, written as a fraction of the theoretical maximum amount of product (1.0 means a 100% yield; for example, 0.34 means a 34% yield).. This data is from Reaction yield outcomes from USPTO patents with 853,638 reactions. The reactants are [CH3:1][O:2][CH2:3][O:4][C:5]1[CH:6]=[CH:7][C:8]([CH2:11][C:12]([CH3:15])([CH3:14])[CH3:13])=[N:9][CH:10]=1.C1C=C(Cl)C=C(C(OO)=[O:24])C=1. The catalyst is C(Cl)Cl. The product is [CH3:1][O:2][CH2:3][O:4][C:5]1[CH:6]=[CH:7][C:8]([CH2:11][C:12]([CH3:15])([CH3:14])[CH3:13])=[N+:9]([O-:24])[CH:10]=1. The yield is 0.997.